Task: Binary Classification. Given a T-cell receptor sequence (or CDR3 region) and an epitope sequence, predict whether binding occurs between them.. Dataset: TCR-epitope binding with 47,182 pairs between 192 epitopes and 23,139 TCRs (1) Result: 1 (the TCR binds to the epitope). The TCR CDR3 sequence is CASSKTGELFF. The epitope is ELAGIGILTV. (2) The epitope is LLLGIGILV. The TCR CDR3 sequence is CASSPRFSERSTDTQYF. Result: 0 (the TCR does not bind to the epitope).